Dataset: Peptide-MHC class II binding affinity with 134,281 pairs from IEDB. Task: Regression. Given a peptide amino acid sequence and an MHC pseudo amino acid sequence, predict their binding affinity value. This is MHC class II binding data. (1) The peptide sequence is PRDMVFRTSTPKVVL. The MHC is DRB1_0101 with pseudo-sequence DRB1_0101. The binding affinity (normalized) is 0.691. (2) The peptide sequence is LALVGFLGGLITGIS. The MHC is HLA-DQA10301-DQB10302 with pseudo-sequence HLA-DQA10301-DQB10302. The binding affinity (normalized) is 0.251. (3) The peptide sequence is LDAAYSVAYKAAVGA. The MHC is DRB1_1101 with pseudo-sequence DRB1_1101. The binding affinity (normalized) is 0.625.